From a dataset of Forward reaction prediction with 1.9M reactions from USPTO patents (1976-2016). Predict the product of the given reaction. (1) Given the reactants [NH2:1][C:2]1[N:7]=[CH:6][C:5]([C:8]2[C:9]([F:19])=[C:10]([OH:18])[C:11]([CH:14]3[CH2:17][CH2:16][CH2:15]3)=[CH:12][CH:13]=2)=[CH:4][N:3]=1.[NH2:20][C:21]1[CH:26]=[C:25](Cl)[N:24]=[CH:23][N:22]=1.C([O-])([O-])=O.[K+].[K+].C1OCCOCCOCCOCCOCCOC1, predict the reaction product. The product is: [NH2:20][C:21]1[N:22]=[CH:23][N:24]=[C:25]([O:18][C:10]2[C:9]([F:19])=[C:8]([C:5]3[CH:4]=[N:3][C:2]([NH2:1])=[N:7][CH:6]=3)[CH:13]=[CH:12][C:11]=2[CH:14]2[CH2:15][CH2:16][CH2:17]2)[CH:26]=1. (2) Given the reactants [O:1]([CH2:8][CH2:9][OH:10])[C:2]1[CH:7]=[CH:6][CH:5]=[CH:4][CH:3]=1.[H-].[Na+].Br[CH2:14][CH3:15].CCOC(C)=O, predict the reaction product. The product is: [CH2:14]([O:10][CH2:9][CH2:8][O:1][C:2]1[CH:7]=[CH:6][CH:5]=[CH:4][CH:3]=1)[CH3:15].